This data is from Forward reaction prediction with 1.9M reactions from USPTO patents (1976-2016). The task is: Predict the product of the given reaction. (1) Given the reactants Cl.[C:2]([NH:6][NH2:7])([CH3:5])([CH3:4])[CH3:3].C([O-])(=O)C.[Na+].Cl[C:14](=[CH2:17])[C:15]#[N:16], predict the reaction product. The product is: [C:2]([N:6]1[C:15]([NH2:16])=[CH:14][CH:17]=[N:7]1)([CH3:5])([CH3:4])[CH3:3]. (2) The product is: [Cl:1][C:2]1[CH:3]=[C:4]([CH:18]=[CH:19][CH:20]=1)[CH2:5][NH:6][C:7]([C:9]1[CH:10]=[CH:11][C:12]2[C:16]([CH:17]=1)=[N:15][N:14]([CH2:22][CH2:23][C:24]1[CH:29]=[CH:28][CH:27]=[CH:26][N:25]=1)[CH:13]=2)=[O:8]. Given the reactants [Cl:1][C:2]1[CH:3]=[C:4]([CH:18]=[CH:19][CH:20]=1)[CH2:5][NH:6][C:7]([C:9]1[CH:17]=[C:16]2[C:12]([CH:13]=[N:14][NH:15]2)=[CH:11][CH:10]=1)=[O:8].Cl[CH2:22][CH2:23][C:24]1[CH:29]=[CH:28][CH:27]=[CH:26][N:25]=1.N1C2C(=CC=CC=2)C=N1, predict the reaction product. (3) Given the reactants CCCC[N+](CCCC)(CCCC)CCCC.[F-].[C:19]([O:23][C:24](=[O:50])[N:25]([C:38]1[CH:43]=[CH:42][C:41]([N:44]2[CH2:49][CH2:48][O:47][CH2:46][CH2:45]2)=[CH:40][CH:39]=1)[C:26]#[C:27][Si](C(C)C)(C(C)C)C(C)C)([CH3:22])([CH3:21])[CH3:20].O, predict the reaction product. The product is: [C:19]([O:23][C:24](=[O:50])[N:25]([C:26]#[CH:27])[C:38]1[CH:39]=[CH:40][C:41]([N:44]2[CH2:45][CH2:46][O:47][CH2:48][CH2:49]2)=[CH:42][CH:43]=1)([CH3:22])([CH3:21])[CH3:20].